The task is: Predict the reactants needed to synthesize the given product.. This data is from Full USPTO retrosynthesis dataset with 1.9M reactions from patents (1976-2016). (1) Given the product [C:1]([O:5][C:6](=[O:35])[N:7]([C:16]1[S:17][C@:18]2([C:33]3[N:36]=[N:37][NH:38][CH:34]=3)[C@H:20]([C@:21]([C:25]3[CH:30]=[C:29]([Br:31])[CH:28]=[CH:27][C:26]=3[F:32])([CH2:23][F:24])[N:22]=1)[CH2:19]2)[CH2:8][O:9][CH2:10][CH2:11][Si:12]([CH3:14])([CH3:13])[CH3:15])([CH3:4])([CH3:3])[CH3:2], predict the reactants needed to synthesize it. The reactants are: [C:1]([O:5][C:6](=[O:35])[N:7]([C:16]1[S:17][C@:18]2([C:33]#[CH:34])[C@H:20]([C@:21]([C:25]3[CH:30]=[C:29]([Br:31])[CH:28]=[CH:27][C:26]=3[F:32])([CH2:23][F:24])[N:22]=1)[CH2:19]2)[CH2:8][O:9][CH2:10][CH2:11][Si:12]([CH3:15])([CH3:14])[CH3:13])([CH3:4])([CH3:3])[CH3:2].[N-:36]=[N+:37]=[N-:38].[Na+].O=C1O[C@H]([C@H](CO)O)C([O-])=C1O.[Na+].N#N.CN[C@@H]1CCCC[C@H]1NC. (2) Given the product [Cl:1][C:2]1[CH:7]=[CH:6][C:5]([C:8]2([OH:14])[CH2:9][CH2:10][N:11]([C:27]([O:26][C:22]([CH3:25])([CH3:24])[CH3:23])=[O:28])[CH2:12][CH2:13]2)=[CH:4][CH:3]=1, predict the reactants needed to synthesize it. The reactants are: [Cl:1][C:2]1[CH:7]=[CH:6][C:5]([C:8]2([OH:14])[CH2:13][CH2:12][NH:11][CH2:10][CH2:9]2)=[CH:4][CH:3]=1.O.C(=O)([O-])[O-].[Na+].[Na+].[C:22]([O:26][C:27](O[C:27]([O:26][C:22]([CH3:25])([CH3:24])[CH3:23])=[O:28])=[O:28])([CH3:25])([CH3:24])[CH3:23]. (3) The reactants are: [NH:1]1[CH2:6][CH2:5][CH:4]([NH:7][C:8]([C:10]2[C:14]3[N:15]=[CH:16][N:17]=[C:18]([C:19]4[CH:24]=[CH:23][CH:22]=[CH:21][C:20]=4[O:25][CH2:26][CH:27]4[CH2:29][CH2:28]4)[C:13]=3[NH:12][CH:11]=2)=[O:9])[CH2:3][CH2:2]1.Cl[C:31]([O:33][CH2:34][CH3:35])=[O:32]. Given the product [CH2:34]([O:33][C:31]([N:1]1[CH2:2][CH2:3][CH:4]([NH:7][C:8]([C:10]2[C:14]3[N:15]=[CH:16][N:17]=[C:18]([C:19]4[CH:24]=[CH:23][CH:22]=[CH:21][C:20]=4[O:25][CH2:26][CH:27]4[CH2:28][CH2:29]4)[C:13]=3[NH:12][CH:11]=2)=[O:9])[CH2:5][CH2:6]1)=[O:32])[CH3:35], predict the reactants needed to synthesize it. (4) Given the product [F:49][C:34]([F:33])([F:50])[C:35]1[CH:40]=[CH:39][C:38]([CH2:41][NH:42][C:5](=[O:7])[C:4]2[CH:8]=[CH:9][CH:10]=[C:2]([NH2:1])[C:3]=2[OH:11])=[C:37]([N:43]2[CH2:48][CH2:47][CH2:46][CH2:45][CH2:44]2)[CH:36]=1, predict the reactants needed to synthesize it. The reactants are: [NH2:1][C:2]1[C:3]([OH:11])=[C:4]([CH:8]=[CH:9][CH:10]=1)[C:5]([OH:7])=O.CCN=C=NCCCN(C)C.OC1C2N=NNC=2C=CC=1.[F:33][C:34]([F:50])([F:49])[C:35]1[CH:40]=[CH:39][C:38]([CH2:41][NH2:42])=[C:37]([N:43]2[CH2:48][CH2:47][CH2:46][CH2:45][CH2:44]2)[CH:36]=1. (5) Given the product [CH2:1]([C:5]1[CH:10]=[CH:9][C:8]([C:11]#[C:12][C:13]2[CH:20]=[CH:19][C:16]([CH2:17][NH:21][C:22]3[CH:23]=[C:24]([CH:30]=[CH:31][C:32]=3[F:33])[C:25]([O:27][CH2:28][CH3:29])=[O:26])=[CH:15][CH:14]=2)=[CH:7][CH:6]=1)[CH2:2][CH2:3][CH3:4], predict the reactants needed to synthesize it. The reactants are: [CH2:1]([C:5]1[CH:10]=[CH:9][C:8]([CH:11]=[CH:12][C:13]2[CH:20]=[CH:19][C:16]([CH:17]=O)=[CH:15][CH:14]=2)=[CH:7][CH:6]=1)[CH2:2][CH2:3][CH3:4].[NH2:21][C:22]1[CH:23]=[C:24]([CH:30]=[CH:31][C:32]=1[F:33])[C:25]([O:27][CH2:28][CH3:29])=[O:26]. (6) Given the product [NH2:27][C:25]1[N:26]=[C:22]2[N:23]([C:14]([CH2:13][C:12]3[CH:29]=[CH:30][C:9]([OH:8])=[C:10]([O:31][CH3:32])[CH:11]=3)=[N:15][C:16]3[CH:17]=[C:18]([F:28])[CH:19]=[CH:20][C:21]=32)[N:24]=1, predict the reactants needed to synthesize it. The reactants are: C([O:8][C:9]1[CH:30]=[CH:29][C:12]([CH2:13][C:14]2[N:23]3[N:24]=[C:25]([NH2:27])[N:26]=[C:22]3[C:21]3[CH:20]=[CH:19][C:18]([F:28])=[CH:17][C:16]=3[N:15]=2)=[CH:11][C:10]=1[O:31][CH3:32])C1C=CC=CC=1.C1CC=CCC=1. (7) Given the product [CH:4]1([C@H:10]([NH:15][C:16]([C:18]2[C:27]([NH:28][C:29](=[O:40])[CH2:30][C:31]3[C:36]([CH3:37])=[CH:35][C:34]([CH3:38])=[CH:33][C:32]=3[CH3:39])=[CH:26][C:25]3[C:20](=[CH:21][CH:22]=[CH:23][CH:24]=3)[CH:19]=2)=[O:17])[C:11]([OH:13])=[O:12])[CH2:9][CH2:8][CH2:7][CH2:6][CH2:5]1, predict the reactants needed to synthesize it. The reactants are: O.[OH-].[Li+].[CH:4]1([C@H:10]([NH:15][C:16]([C:18]2[C:27]([NH:28][C:29](=[O:40])[CH2:30][C:31]3[C:36]([CH3:37])=[CH:35][C:34]([CH3:38])=[CH:33][C:32]=3[CH3:39])=[CH:26][C:25]3[C:20](=[CH:21][CH:22]=[CH:23][CH:24]=3)[CH:19]=2)=[O:17])[C:11]([O:13]C)=[O:12])[CH2:9][CH2:8][CH2:7][CH2:6][CH2:5]1.CO.Cl.